Dataset: Peptide-MHC class I binding affinity with 185,985 pairs from IEDB/IMGT. Task: Regression. Given a peptide amino acid sequence and an MHC pseudo amino acid sequence, predict their binding affinity value. This is MHC class I binding data. (1) The peptide sequence is HVVWAANEL. The MHC is HLA-A02:03 with pseudo-sequence HLA-A02:03. The binding affinity (normalized) is 0.139. (2) The peptide sequence is TPQDLNTML. The MHC is HLA-B51:01 with pseudo-sequence HLA-B51:01. The binding affinity (normalized) is 0. (3) The peptide sequence is KTIVESCGNY. The MHC is HLA-A29:02 with pseudo-sequence HLA-A29:02. The binding affinity (normalized) is 0.377. (4) The peptide sequence is TVQEFIFSAL. The MHC is HLA-A02:02 with pseudo-sequence HLA-A02:02. The binding affinity (normalized) is 0.594.